This data is from NCI-60 drug combinations with 297,098 pairs across 59 cell lines. The task is: Regression. Given two drug SMILES strings and cell line genomic features, predict the synergy score measuring deviation from expected non-interaction effect. (1) Drug 1: CC(C)NC(=O)C1=CC=C(C=C1)CNNC.Cl. Drug 2: CC(C)CN1C=NC2=C1C3=CC=CC=C3N=C2N. Cell line: PC-3. Synergy scores: CSS=3.83, Synergy_ZIP=-2.18, Synergy_Bliss=1.97, Synergy_Loewe=0.424, Synergy_HSA=0.522. (2) Drug 1: CC1OCC2C(O1)C(C(C(O2)OC3C4COC(=O)C4C(C5=CC6=C(C=C35)OCO6)C7=CC(=C(C(=C7)OC)O)OC)O)O. Drug 2: CN(CC1=CN=C2C(=N1)C(=NC(=N2)N)N)C3=CC=C(C=C3)C(=O)NC(CCC(=O)O)C(=O)O. Cell line: 786-0. Synergy scores: CSS=37.9, Synergy_ZIP=0.790, Synergy_Bliss=0.244, Synergy_Loewe=3.46, Synergy_HSA=5.89. (3) Drug 1: CN(C)C1=NC(=NC(=N1)N(C)C)N(C)C. Drug 2: CC1=C(C=C(C=C1)NC(=O)C2=CC=C(C=C2)CN3CCN(CC3)C)NC4=NC=CC(=N4)C5=CN=CC=C5. Cell line: OVCAR-5. Synergy scores: CSS=3.11, Synergy_ZIP=1.00, Synergy_Bliss=6.25, Synergy_Loewe=0.587, Synergy_HSA=1.76. (4) Drug 1: CCC(=C(C1=CC=CC=C1)C2=CC=C(C=C2)OCCN(C)C)C3=CC=CC=C3.C(C(=O)O)C(CC(=O)O)(C(=O)O)O. Drug 2: C1C(C(OC1N2C=NC(=NC2=O)N)CO)O. Cell line: OVCAR3. Synergy scores: CSS=15.5, Synergy_ZIP=6.90, Synergy_Bliss=12.4, Synergy_Loewe=3.91, Synergy_HSA=5.86. (5) Drug 1: CCC1=CC2CC(C3=C(CN(C2)C1)C4=CC=CC=C4N3)(C5=C(C=C6C(=C5)C78CCN9C7C(C=CC9)(C(C(C8N6C)(C(=O)OC)O)OC(=O)C)CC)OC)C(=O)OC.C(C(C(=O)O)O)(C(=O)O)O. Drug 2: CC1=C(C(=O)C2=C(C1=O)N3CC4C(C3(C2COC(=O)N)OC)N4)N. Cell line: KM12. Synergy scores: CSS=40.9, Synergy_ZIP=-8.97, Synergy_Bliss=-13.6, Synergy_Loewe=-14.3, Synergy_HSA=-9.79. (6) Drug 1: CC(CN1CC(=O)NC(=O)C1)N2CC(=O)NC(=O)C2. Drug 2: C1CNP(=O)(OC1)N(CCCl)CCCl. Cell line: A498. Synergy scores: CSS=17.5, Synergy_ZIP=-6.23, Synergy_Bliss=-2.52, Synergy_Loewe=-14.0, Synergy_HSA=-4.97. (7) Drug 1: C1CCC(C1)C(CC#N)N2C=C(C=N2)C3=C4C=CNC4=NC=N3. Drug 2: CC1=C2C(C(=O)C3(C(CC4C(C3C(C(C2(C)C)(CC1OC(=O)C(C(C5=CC=CC=C5)NC(=O)OC(C)(C)C)O)O)OC(=O)C6=CC=CC=C6)(CO4)OC(=O)C)OC)C)OC. Cell line: OVCAR3. Synergy scores: CSS=53.8, Synergy_ZIP=7.30, Synergy_Bliss=6.82, Synergy_Loewe=-36.3, Synergy_HSA=4.76.